This data is from NCI-60 drug combinations with 297,098 pairs across 59 cell lines. The task is: Regression. Given two drug SMILES strings and cell line genomic features, predict the synergy score measuring deviation from expected non-interaction effect. (1) Drug 1: C1CC(C1)(C(=O)O)C(=O)O.[NH2-].[NH2-].[Pt+2]. Drug 2: CC(C)(C#N)C1=CC(=CC(=C1)CN2C=NC=N2)C(C)(C)C#N. Cell line: T-47D. Synergy scores: CSS=1.03, Synergy_ZIP=-3.44, Synergy_Bliss=-3.81, Synergy_Loewe=-3.29, Synergy_HSA=-3.32. (2) Drug 1: CCC1=C2CN3C(=CC4=C(C3=O)COC(=O)C4(CC)O)C2=NC5=C1C=C(C=C5)O. Drug 2: N.N.Cl[Pt+2]Cl. Cell line: U251. Synergy scores: CSS=63.4, Synergy_ZIP=-0.267, Synergy_Bliss=0.0719, Synergy_Loewe=3.11, Synergy_HSA=5.95. (3) Synergy scores: CSS=6.34, Synergy_ZIP=5.14, Synergy_Bliss=4.99, Synergy_Loewe=2.48, Synergy_HSA=1.75. Drug 1: C1CCN(CC1)CCOC2=CC=C(C=C2)C(=O)C3=C(SC4=C3C=CC(=C4)O)C5=CC=C(C=C5)O. Cell line: EKVX. Drug 2: C1CCC(C1)C(CC#N)N2C=C(C=N2)C3=C4C=CNC4=NC=N3. (4) Drug 1: CC(C)(C#N)C1=CC(=CC(=C1)CN2C=NC=N2)C(C)(C)C#N. Drug 2: CN(CCCl)CCCl.Cl. Cell line: EKVX. Synergy scores: CSS=1.03, Synergy_ZIP=1.32, Synergy_Bliss=3.18, Synergy_Loewe=-1.33, Synergy_HSA=-1.52. (5) Drug 1: C1CC(=O)NC(=O)C1N2CC3=C(C2=O)C=CC=C3N. Drug 2: C1C(C(OC1N2C=NC3=C(N=C(N=C32)Cl)N)CO)O. Cell line: M14. Synergy scores: CSS=5.59, Synergy_ZIP=-3.61, Synergy_Bliss=-1.56, Synergy_Loewe=-4.87, Synergy_HSA=-2.97. (6) Drug 1: CC1=CC=C(C=C1)C2=CC(=NN2C3=CC=C(C=C3)S(=O)(=O)N)C(F)(F)F. Cell line: SK-MEL-28. Synergy scores: CSS=-6.08, Synergy_ZIP=2.93, Synergy_Bliss=1.42, Synergy_Loewe=-3.84, Synergy_HSA=-3.53. Drug 2: COC1=C2C(=CC3=C1OC=C3)C=CC(=O)O2. (7) Drug 1: C1=CC(=CC=C1C#N)C(C2=CC=C(C=C2)C#N)N3C=NC=N3. Drug 2: CC1C(C(CC(O1)OC2CC(OC(C2O)C)OC3=CC4=CC5=C(C(=O)C(C(C5)C(C(=O)C(C(C)O)O)OC)OC6CC(C(C(O6)C)O)OC7CC(C(C(O7)C)O)OC8CC(C(C(O8)C)O)(C)O)C(=C4C(=C3C)O)O)O)O. Cell line: BT-549. Synergy scores: CSS=31.9, Synergy_ZIP=0.338, Synergy_Bliss=-0.934, Synergy_Loewe=-10.2, Synergy_HSA=-1.88.